From a dataset of NCI-60 drug combinations with 297,098 pairs across 59 cell lines. Regression. Given two drug SMILES strings and cell line genomic features, predict the synergy score measuring deviation from expected non-interaction effect. (1) Synergy scores: CSS=75.0, Synergy_ZIP=6.25, Synergy_Bliss=8.54, Synergy_Loewe=-26.0, Synergy_HSA=6.88. Drug 2: B(C(CC(C)C)NC(=O)C(CC1=CC=CC=C1)NC(=O)C2=NC=CN=C2)(O)O. Cell line: U251. Drug 1: CCC(=C(C1=CC=CC=C1)C2=CC=C(C=C2)OCCN(C)C)C3=CC=CC=C3.C(C(=O)O)C(CC(=O)O)(C(=O)O)O. (2) Drug 1: C1CCC(CC1)NC(=O)N(CCCl)N=O. Drug 2: C1CNP(=O)(OC1)N(CCCl)CCCl. Cell line: MCF7. Synergy scores: CSS=1.97, Synergy_ZIP=-1.42, Synergy_Bliss=1.48, Synergy_Loewe=-8.37, Synergy_HSA=-0.237.